From a dataset of Antibody developability classification from SAbDab with 2,409 antibodies. Regression/Classification. Given an antibody's heavy chain and light chain sequences, predict its developability. TAP uses regression for 5 developability metrics; SAbDab uses binary classification. (1) The antibody is ['EVKLEESGGGLVQPGGSMKLSCAASGFTSSDAWMDWVRQSPEKGLEWVAEIRNKANNHARHYNESVKGRFTISRDDSKSSVYLQMNSLRAEDSGIYYCTRTYYYGSSYGYCDVWGTGTTVTVSS', 'DIQMTQSPASLSASVGETVTITCRTSENIYSYLAWYQQKQGKSPQLLVYNAKTLAEGVPSRFSGSGSGTQFSLKINSLQPEDFGSYSCQHKYGTPWTFGGGTKLEIK']. Result: 1 (developable). (2) The antibody is ['VQLQQSGAELVKPGASVKLSCKASGYTFTNYFIYWVKQRPGQGLEWIGEINPRNGDTDFNEKFESRATLTVDKSSSTAYMQLSSLTSEDSAIYYCTRSPYGNNYGFTYWGQGTLVTVSA', 'DIQMIQSQKFMSTSVGDRVTVTCKASQNVGTNVAWYQQKPGQSPNALIYSASYRYSGVPDRFTGSGSGTDFTLTITNVQSEDLADYFCQQYNSYPLTFGTGTKLDLK']. Result: 0 (not developable).